From a dataset of Full USPTO retrosynthesis dataset with 1.9M reactions from patents (1976-2016). Predict the reactants needed to synthesize the given product. (1) Given the product [F:38][C:37]([F:39])([F:40])[C:36]1[N:15]([CH2:14][C:11]2[S:12][CH:13]=[C:9]([C:5]3[CH:6]=[CH:7][CH:8]=[C:3]([C:2]([F:1])([F:24])[F:25])[CH:4]=3)[N:10]=2)[N:16]=[CH:17][C:30]=1[C:31]([O:33][CH2:34][CH3:35])=[O:32], predict the reactants needed to synthesize it. The reactants are: [F:1][C:2]([F:25])([F:24])[C:3]1[CH:4]=[C:5]([C:9]2[N:10]=[C:11]([CH2:14][NH:15][NH:16][C:17](OC(C)(C)C)=O)[S:12][CH:13]=2)[CH:6]=[CH:7][CH:8]=1.CN(C=[C:30]([C:36](=O)[C:37]([F:40])([F:39])[F:38])[C:31]([O:33][CH2:34][CH3:35])=[O:32])C.C(N(CC)CC)C. (2) Given the product [CH3:1][O:2][C:3]([C:5]1[N:6]=[CH:7][C:8]([N:11]2[CH2:16][CH2:15][NH:14][CH2:13][C@H:12]2[CH3:24])=[N:9][CH:10]=1)=[O:4], predict the reactants needed to synthesize it. The reactants are: [CH3:1][O:2][C:3]([C:5]1[N:6]=[CH:7][C:8]([N:11]2[CH2:16][CH2:15][N:14](C(OC(C)(C)C)=O)[CH2:13][C@H:12]2[CH3:24])=[N:9][CH:10]=1)=[O:4].Cl. (3) Given the product [CH:4]1[C:5]2[C:10](=[CH:9][CH:8]=[CH:7][CH:6]=2)[CH:11]=[CH:12][C:3]=1[CH2:2][O:13][C:14]1[CH:15]=[CH:16][CH:17]=[C:18]2[C:23]=1[N:22]=[CH:21][CH:20]=[CH:19]2, predict the reactants needed to synthesize it. The reactants are: Br[CH2:2][C:3]1[CH:12]=[CH:11][C:10]2[C:5](=[CH:6][CH:7]=[CH:8][CH:9]=2)[CH:4]=1.[OH:13][C:14]1[CH:15]=[CH:16][CH:17]=[C:18]2[C:23]=1[N:22]=[CH:21][CH:20]=[CH:19]2.C([O-])([O-])=O.[K+].[K+]. (4) Given the product [C:18]([C:14]1[CH:13]=[N:12][C:11]2[C:16]([N:15]=1)=[CH:17][C:8]([C:6]([C:5]1[CH:20]=[CH:21][C:2]([NH:1][C:24]([NH:23][C:26]3[CH:31]=[CH:30][CH:29]=[C:28]([C:32]([F:33])([F:34])[F:35])[CH:27]=3)=[O:25])=[CH:3][C:4]=1[F:22])=[O:7])=[CH:9][CH:10]=2)#[N:19], predict the reactants needed to synthesize it. The reactants are: [NH2:1][C:2]1[CH:21]=[CH:20][C:5]([C:6]([C:8]2[CH:17]=[C:16]3[C:11]([N:12]=[CH:13][C:14]([C:18]#[N:19])=[N:15]3)=[CH:10][CH:9]=2)=[O:7])=[C:4]([F:22])[CH:3]=1.[N:23]([C:26]1[CH:31]=[CH:30][CH:29]=[C:28]([C:32]([F:35])([F:34])[F:33])[CH:27]=1)=[C:24]=[O:25]. (5) Given the product [CH2:1]([N:8]1[C@@H:13]2[C@@H:14]([O:16][CH3:39])[CH2:15][C@@:9]1([C:33]1[CH:38]=[CH:37][CH:36]=[CH:35][CH:34]=1)[C@H:10]([O:17][CH2:18][C:19]1[CH:24]=[C:23]([C:25]([F:27])([F:28])[F:26])[CH:22]=[C:21]([C:29]([F:30])([F:31])[F:32])[CH:20]=1)[CH2:11][CH2:12]2)[C:2]1[CH:7]=[CH:6][CH:5]=[CH:4][CH:3]=1, predict the reactants needed to synthesize it. The reactants are: [CH2:1]([N:8]1[C@@H:13]2[C@@H:14]([OH:16])[CH2:15][C@@:9]1([C:33]1[CH:38]=[CH:37][CH:36]=[CH:35][CH:34]=1)[C@H:10]([O:17][CH2:18][C:19]1[CH:24]=[C:23]([C:25]([F:28])([F:27])[F:26])[CH:22]=[C:21]([C:29]([F:32])([F:31])[F:30])[CH:20]=1)[CH2:11][CH2:12]2)[C:2]1[CH:7]=[CH:6][CH:5]=[CH:4][CH:3]=1.[CH3:39]I.[H-].[Na+]. (6) Given the product [Cl-:1].[CH3:9][O:8][C:6]1[N:5]=[C:4]([O:31][CH3:32])[N:3]=[C:2]([N+:55]2([CH3:54])[CH2:60][CH2:59][O:58][CH2:57][CH2:56]2)[N:7]=1, predict the reactants needed to synthesize it. The reactants are: [Cl:1][C:2]1[N:7]=[C:6]([O:8][CH2:9]CCC(F)(F)C(F)(F)C(F)(F)C(F)(F)C(F)(F)C(F)(F)F)[N:5]=[C:4]([O:31][CH2:32]CCC(F)(F)C(F)(F)C(F)(F)C(F)(F)C(F)(F)C(F)(F)F)[N:3]=1.[CH3:54][N:55]1[CH2:60][CH2:59][O:58][CH2:57][CH2:56]1. (7) Given the product [C:42]([NH:44][CH:45]1[CH2:50][CH2:49][N:48]([C:16]2[CH:17]=[C:18]([C:19]3[CH:24]=[CH:23][CH:22]=[CH:21][C:20]=3[CH3:25])[C:9]3[C:8](=[O:27])[N:7]([CH2:6][C:5]4[CH:4]=[C:3]([C:2]([F:36])([F:35])[F:1])[CH:30]=[C:29]([C:31]([F:34])([F:33])[F:32])[CH:28]=4)[CH2:14][CH2:13][CH2:12][O:11][C:10]=3[N:15]=2)[CH2:47][CH2:46]1)(=[O:41])[CH3:52], predict the reactants needed to synthesize it. The reactants are: [F:1][C:2]([F:36])([F:35])[C:3]1[CH:4]=[C:5]([CH:28]=[C:29]([C:31]([F:34])([F:33])[F:32])[CH:30]=1)[CH2:6][N:7]1[CH2:14][CH2:13][CH2:12][O:11][C:10]2[N:15]=[C:16](Cl)[CH:17]=[C:18]([C:19]3[CH:24]=[CH:23][CH:22]=[CH:21][C:20]=3[CH3:25])[C:9]=2[C:8]1=[O:27].C([O:41][C:42]([NH:44][CH:45]1[CH2:50][CH2:49][NH:48][CH2:47][CH2:46]1)=O)(C)(C)C.O1CCOC[CH2:52]1.Cl.